This data is from Retrosynthesis with 50K atom-mapped reactions and 10 reaction types from USPTO. The task is: Predict the reactants needed to synthesize the given product. (1) Given the product CCSc1ccc(Cl)cc1CNC(=O)c1cc(OC(F)(F)F)cc(Cl)c1N, predict the reactants needed to synthesize it. The reactants are: CCSc1ccc(Cl)cc1CN.Nc1c(Cl)cc(OC(F)(F)F)cc1C(=O)O. (2) The reactants are: Cc1ccc(S(=O)(=O)Cl)cc1.NCCCC[C@H](NC(=O)OCC1c2ccccc2-c2ccccc21)C(=O)O. Given the product Cc1ccc(S(=O)(=O)NCCCC[C@H](NC(=O)OCC2c3ccccc3-c3ccccc32)C(=O)O)cc1, predict the reactants needed to synthesize it.